The task is: Predict the product of the given reaction.. This data is from Forward reaction prediction with 1.9M reactions from USPTO patents (1976-2016). Given the reactants [CH2:1]([O:5][C:6]1[CH:31]=[C:30]([O:32][CH2:33][CH:34]([CH3:36])[CH3:35])[CH:29]=[CH:28][C:7]=1[C:8]([C:10]1[CH:11]=[CH:12][C:13]([O:23][CH2:24][CH:25]([CH3:27])[CH3:26])=[C:14]([CH2:16][CH2:17][C:18]([O:20][CH2:21][CH3:22])=[O:19])[CH:15]=1)=O)[CH:2]([CH3:4])[CH3:3].Cl.[NH2:38][OH:39].N1C=CC=CC=1.C(Cl)(Cl)Cl, predict the reaction product. The product is: [CH2:1]([O:5][C:6]1[CH:31]=[C:30]([O:32][CH2:33][CH:34]([CH3:36])[CH3:35])[CH:29]=[CH:28][C:7]=1[C:8](=[N:38][OH:39])[C:10]1[CH:11]=[CH:12][C:13]([O:23][CH2:24][CH:25]([CH3:27])[CH3:26])=[C:14]([CH2:16][CH2:17][C:18]([O:20][CH2:21][CH3:22])=[O:19])[CH:15]=1)[CH:2]([CH3:4])[CH3:3].